From a dataset of Catalyst prediction with 721,799 reactions and 888 catalyst types from USPTO. Predict which catalyst facilitates the given reaction. (1) Reactant: COP([CH2:7][C:8](=[O:16])[C:9]([F:15])([F:14])[CH2:10][CH2:11][CH2:12][CH3:13])(=O)OC.O.[OH-].[Li+].[C:20]([O:23][C@@H:24]1[C@H:28]([CH2:29][CH2:30][CH2:31][CH2:32][CH2:33][CH2:34][C:35]([O:37][CH3:38])=[O:36])[C@@H:27]([CH:39]=O)[C@H:26]([O:41][CH:42]2[CH2:47][CH2:46][CH2:45][CH2:44][O:43]2)[CH2:25]1)(=[O:22])[CH3:21].O. Product: [C:20]([O:23][C@@H:24]1[C@H:28]([CH2:29][CH2:30][CH2:31][CH2:32][CH2:33][CH2:34][C:35]([O:37][CH3:38])=[O:36])[C@@H:27](/[CH:39]=[CH:7]/[C:8](=[O:16])[C:9]([F:14])([F:15])[CH2:10][CH2:11][CH2:12][CH3:13])[C@H:26]([O:41][CH:42]2[CH2:47][CH2:46][CH2:45][CH2:44][O:43]2)[CH2:25]1)(=[O:22])[CH3:21]. The catalyst class is: 310. (2) Reactant: [H-].[Na+].[CH2:3]([O:10][CH2:11][CH2:12][O:13][CH2:14][CH2:15][O:16][CH2:17][CH2:18][O:19][CH2:20][CH2:21][O:22][CH2:23][CH2:24][O:25][CH2:26][CH2:27][OH:28])[C:4]1[CH:9]=[CH:8][CH:7]=[CH:6][CH:5]=1.CS(O[CH2:34][CH2:35][CH2:36][CH2:37][CH2:38][C:39]([O:41][CH2:42][CH3:43])=[O:40])(=O)=O. Product: [CH2:42]([O:41][C:39](=[O:40])[CH2:38][CH2:37][CH2:36][CH2:35][CH2:34][O:28][CH2:27][CH2:26][O:25][CH2:24][CH2:23][O:22][CH2:21][CH2:20][O:19][CH2:18][CH2:17][O:16][CH2:15][CH2:14][O:13][CH2:12][CH2:11][O:10][CH2:3][C:4]1[CH:5]=[CH:6][CH:7]=[CH:8][CH:9]=1)[CH3:43]. The catalyst class is: 11. (3) Reactant: [CH3:1][N:2]([CH3:6])[CH2:3][CH2:4][NH2:5].[F:7][C:8]1[CH:13]=[CH:12][CH:11]=[C:10]([F:14])[C:9]=1[C:15]1[S:16][C:17]2[C:23](=[O:24])[CH:22]=[C:21](OC)[C:20](=[O:27])[C:18]=2[N:19]=1. Product: [F:7][C:8]1[CH:13]=[CH:12][CH:11]=[C:10]([F:14])[C:9]=1[C:15]1[S:16][C:17]2[C:23](=[O:24])[CH:22]=[C:21]([NH:5][CH2:4][CH2:3][N:2]([CH3:6])[CH3:1])[C:20](=[O:27])[C:18]=2[N:19]=1. The catalyst class is: 8. (4) Reactant: S=[C:2]1[CH2:6][S:5][C:4](=[O:7])[NH:3]1.[CH3:8][N:9]1[CH2:13][CH2:12][CH2:11][CH:10]1[CH2:14][CH2:15][NH2:16].[F:17][C:18]([F:43])([F:42])[C:19]1[CH:37]=[C:36]([C:38]([F:41])([F:40])[F:39])[CH:35]=[CH:34][C:20]=1[CH2:21][O:22][C:23]1[C:30]([O:31][CH3:32])=[CH:29][C:26]([CH:27]=O)=[C:25]([Cl:33])[CH:24]=1.CC(C)([O-])C.[K+]. Product: [F:42][C:18]([F:17])([F:43])[C:19]1[CH:37]=[C:36]([C:38]([F:40])([F:41])[F:39])[CH:35]=[CH:34][C:20]=1[CH2:21][O:22][C:23]1[C:30]([O:31][CH3:32])=[CH:29][C:26](/[CH:27]=[C:6]2/[C:2]([NH:16][CH2:15][CH2:14][CH:10]3[CH2:11][CH2:12][CH2:13][N:9]3[CH3:8])=[N:3][C:4](=[O:7])[S:5]/2)=[C:25]([Cl:33])[CH:24]=1. The catalyst class is: 40. (5) Reactant: [CH:1]([S:4]([CH2:7][C@H:8]1[C@@H:17]([NH:18][C:19](=[O:28])[O:20][CH2:21][C:22]2[CH:27]=[CH:26][CH:25]=[CH:24][CH:23]=2)[CH2:16][CH2:15][C:10]2(OCC[O:11]2)[CH2:9]1)(=[O:6])=[O:5])([CH3:3])[CH3:2].Cl. Product: [CH:1]([S:4]([CH2:7][C@@H:8]1[CH2:9][C:10](=[O:11])[CH2:15][CH2:16][C@@H:17]1[NH:18][C:19](=[O:28])[O:20][CH2:21][C:22]1[CH:23]=[CH:24][CH:25]=[CH:26][CH:27]=1)(=[O:6])=[O:5])([CH3:3])[CH3:2]. The catalyst class is: 21. (6) Reactant: [Br:1][C:2]1[CH:7]=[CH:6][C:5]([S:8](Cl)(=[O:10])=[O:9])=[CH:4][CH:3]=1.[CH3:12][NH:13][CH2:14][C:15]1[CH:16]=[C:17]([CH:31]=[CH:32][CH:33]=1)[C:18]([N:20]1[C:29]2[C:24](=[CH:25][CH:26]=[CH:27][CH:28]=2)[NH:23][C:22](=[O:30])[CH2:21]1)=[O:19].C(N(CC)CC)C. Product: [Br:1][C:2]1[CH:7]=[CH:6][C:5]([S:8]([N:13]([CH3:12])[CH2:14][C:15]2[CH:33]=[CH:32][CH:31]=[C:17]([C:18]([N:20]3[C:29]4[C:24](=[CH:25][CH:26]=[CH:27][CH:28]=4)[NH:23][C:22](=[O:30])[CH2:21]3)=[O:19])[CH:16]=2)(=[O:10])=[O:9])=[CH:4][CH:3]=1. The catalyst class is: 96. (7) Reactant: [NH3:1].[Br:2][C:3]1[CH:8]=[CH:7][C:6]([S:9](Cl)(=[O:11])=[O:10])=[CH:5][C:4]=1[CH3:13]. Product: [Br:2][C:3]1[CH:8]=[CH:7][C:6]([S:9]([NH2:1])(=[O:11])=[O:10])=[CH:5][C:4]=1[CH3:13]. The catalyst class is: 1. (8) Reactant: C(OC(=O)[NH:7][C:8]1[CH:13]=[CH:12][N:11]2[N:14]=[C:15]([C:17]3[CH:22]=[CH:21][CH:20]=[C:19]([O:23][CH3:24])[CH:18]=3)[N:16]=[C:10]2[CH:9]=1)(C)(C)C.Cl. Product: [CH3:24][O:23][C:19]1[CH:18]=[C:17]([C:15]2[N:16]=[C:10]3[CH:9]=[C:8]([NH2:7])[CH:13]=[CH:12][N:11]3[N:14]=2)[CH:22]=[CH:21][CH:20]=1. The catalyst class is: 135. (9) Reactant: [CH2:1]([O:3][C:4](=[O:26])[C:5]1[CH:10]=[CH:9][CH:8]=[C:7]([S:11][C:12]2[C:20]3[C:15](=[C:16]([F:22])[C:17](Cl)=[CH:18][CH:19]=3)[N:14]([C:23]#[N:24])[C:13]=2[CH3:25])[CH:6]=1)[CH3:2].[ClH:27].[NH2:28][OH:29].C(=O)([O-])[O-].[K+].[K+]. Product: [CH2:1]([O:3][C:4](=[O:26])[C:5]1[CH:10]=[CH:9][CH:8]=[C:7]([S:11][C:12]2[C:20]3[C:15](=[C:16]([F:22])[C:17]([Cl:27])=[CH:18][CH:19]=3)[N:14]([C:23](=[NH:24])[NH:28][OH:29])[C:13]=2[CH3:25])[CH:6]=1)[CH3:2]. The catalyst class is: 14. (10) Reactant: [CH2:1]([N:8]([CH2:24][CH:25]([CH3:27])[CH3:26])[C:9]1[C:10]([NH2:23])=[CH:11][C:12](B2OCC(C)(C)CO2)=[CH:13][CH:14]=1)[C:2]1[CH:7]=[CH:6][CH:5]=[CH:4][CH:3]=1.Br[C:29]1[CH:34]=[CH:33][CH:32]=[CH:31][C:30]=1[C:35]1[N:36]=[N:37][N:38]([C:40]([C:53]2[CH:58]=[CH:57][CH:56]=[CH:55][CH:54]=2)([C:47]2[CH:52]=[CH:51][CH:50]=[CH:49][CH:48]=2)[C:41]2[CH:46]=[CH:45][CH:44]=[CH:43][CH:42]=2)[N:39]=1.C(=O)([O-])[O-].[Na+].[Na+]. Product: [CH2:1]([N:8]([CH2:24][CH:25]([CH3:26])[CH3:27])[C:9]1[CH:14]=[CH:13][C:12]([C:29]2[CH:34]=[CH:33][CH:32]=[CH:31][C:30]=2[C:35]2[N:36]=[N:37][N:38]([C:40]([C:53]3[CH:54]=[CH:55][CH:56]=[CH:57][CH:58]=3)([C:47]3[CH:48]=[CH:49][CH:50]=[CH:51][CH:52]=3)[C:41]3[CH:46]=[CH:45][CH:44]=[CH:43][CH:42]=3)[N:39]=2)=[CH:11][C:10]=1[NH2:23])[C:2]1[CH:3]=[CH:4][CH:5]=[CH:6][CH:7]=1. The catalyst class is: 398.